Dataset: NCI-60 drug combinations with 297,098 pairs across 59 cell lines. Task: Regression. Given two drug SMILES strings and cell line genomic features, predict the synergy score measuring deviation from expected non-interaction effect. (1) Drug 1: CN(C)N=NC1=C(NC=N1)C(=O)N. Drug 2: C1CN1P(=S)(N2CC2)N3CC3. Cell line: K-562. Synergy scores: CSS=17.3, Synergy_ZIP=-7.65, Synergy_Bliss=-2.69, Synergy_Loewe=-5.32, Synergy_HSA=-1.16. (2) Drug 1: CC12CCC(CC1=CCC3C2CCC4(C3CC=C4C5=CN=CC=C5)C)O. Drug 2: CCN(CC)CCCC(C)NC1=C2C=C(C=CC2=NC3=C1C=CC(=C3)Cl)OC. Cell line: BT-549. Synergy scores: CSS=28.4, Synergy_ZIP=2.96, Synergy_Bliss=6.00, Synergy_Loewe=1.99, Synergy_HSA=5.85. (3) Drug 1: CC12CCC3C(C1CCC2=O)CC(=C)C4=CC(=O)C=CC34C. Drug 2: CC(C1=C(C=CC(=C1Cl)F)Cl)OC2=C(N=CC(=C2)C3=CN(N=C3)C4CCNCC4)N. Cell line: CCRF-CEM. Synergy scores: CSS=56.2, Synergy_ZIP=-8.88, Synergy_Bliss=-12.0, Synergy_Loewe=-37.7, Synergy_HSA=-13.4. (4) Drug 1: C1CN1P(=S)(N2CC2)N3CC3. Drug 2: CC12CCC3C(C1CCC2O)C(CC4=C3C=CC(=C4)O)CCCCCCCCCS(=O)CCCC(C(F)(F)F)(F)F. Cell line: PC-3. Synergy scores: CSS=10.2, Synergy_ZIP=-2.91, Synergy_Bliss=0.112, Synergy_Loewe=-1.96, Synergy_HSA=1.75. (5) Drug 1: CC1=C(C=C(C=C1)C(=O)NC2=CC(=CC(=C2)C(F)(F)F)N3C=C(N=C3)C)NC4=NC=CC(=N4)C5=CN=CC=C5. Drug 2: C(CCl)NC(=O)N(CCCl)N=O. Cell line: HOP-62. Synergy scores: CSS=-1.95, Synergy_ZIP=1.33, Synergy_Bliss=3.12, Synergy_Loewe=0.460, Synergy_HSA=-0.0388. (6) Drug 1: C1C(C(OC1N2C=C(C(=O)NC2=O)F)CO)O. Drug 2: CC1=C(C=C(C=C1)C(=O)NC2=CC(=CC(=C2)C(F)(F)F)N3C=C(N=C3)C)NC4=NC=CC(=N4)C5=CN=CC=C5. Cell line: SF-539. Synergy scores: CSS=33.5, Synergy_ZIP=-1.98, Synergy_Bliss=-4.45, Synergy_Loewe=-17.2, Synergy_HSA=-2.19. (7) Drug 1: C1=NC(=NC(=O)N1C2C(C(C(O2)CO)O)O)N. Drug 2: CC1C(C(CC(O1)OC2CC(CC3=C2C(=C4C(=C3O)C(=O)C5=C(C4=O)C(=CC=C5)OC)O)(C(=O)CO)O)N)O.Cl. Cell line: SF-295. Synergy scores: CSS=27.2, Synergy_ZIP=-3.95, Synergy_Bliss=-1.36, Synergy_Loewe=-7.85, Synergy_HSA=-0.661.